Dataset: Full USPTO retrosynthesis dataset with 1.9M reactions from patents (1976-2016). Task: Predict the reactants needed to synthesize the given product. (1) The reactants are: O=C[C@@H]([C@H]([C@@H]([C@@H](CO)O)O)O)O.[CH3:13][C:14]1[NH:19][C:18]([CH3:20])=[C:17]([C:21]([O:23][CH2:24][CH2:25][N:26]([CH2:28][C:29]2[CH:30]=[CH:31][CH:32]=[CH:33][CH:34]=2)[CH3:27])=[O:22])[CH:16]([C:35]2[CH:36]=[CH:37][CH:38]=[C:39]([N+:41]([O-:43])=[O:42])[CH:40]=2)[C:15]=1[C:44]([O:46][CH3:47])=[O:45].Cl. Given the product [CH3:13][C:14]1[NH:19][C:18]([CH3:20])=[C:17]([C:21]([O:23][CH2:24][CH2:25][N:26]([CH2:28][C:29]2[CH:34]=[CH:33][CH:32]=[CH:31][CH:30]=2)[CH3:27])=[O:22])[CH:16]([C:35]2[CH:36]=[CH:37][CH:38]=[C:39]([N+:41]([O-:43])=[O:42])[CH:40]=2)[C:15]=1[C:44]([O:46][CH3:47])=[O:45], predict the reactants needed to synthesize it. (2) The reactants are: [NH2:1][C:2]1[C:3]([F:12])=[CH:4][C:5]([Cl:11])=[C:6]([CH:10]=1)[C:7]([OH:9])=[O:8].[N:13]([O-])=O.[Na+].[Sn](Cl)Cl. Given the product [ClH:11].[Cl:11][C:5]1[CH:4]=[C:3]([F:12])[C:2]([NH:1][NH2:13])=[CH:10][C:6]=1[C:7]([OH:9])=[O:8], predict the reactants needed to synthesize it.